From a dataset of Full USPTO retrosynthesis dataset with 1.9M reactions from patents (1976-2016). Predict the reactants needed to synthesize the given product. (1) Given the product [N+:14]([C:10]1[CH:9]=[C:8]2[C:13](=[CH:12][CH:11]=1)[N:5]([CH2:4][CH2:3][CH2:2][N:25]1[CH2:30][CH2:29][O:28][CH2:27][CH2:26]1)[CH:6]=[CH:7]2)([O-:16])=[O:15], predict the reactants needed to synthesize it. The reactants are: Cl[CH2:2][CH2:3][CH2:4][N:5]1[C:13]2[C:8](=[CH:9][C:10]([N+:14]([O-:16])=[O:15])=[CH:11][CH:12]=2)[CH:7]=[CH:6]1.[I-].[K+].C(=O)([O-])[O-].[K+].[K+].[NH:25]1[CH2:30][CH2:29][O:28][CH2:27][CH2:26]1. (2) Given the product [Cl:19][C:3]1[CH:4]=[CH:5][N:6]([CH2:15][CH3:16])[CH2:7][N:8]=1, predict the reactants needed to synthesize it. The reactants are: C([C:3]1[N:8]=[CH:7][N:6]=[C:5](O)[CH:4]=1)C.C(N([CH2:15][CH3:16])CC)C.P(Cl)(Cl)([Cl:19])=O. (3) Given the product [C:2]([N:5]1[CH2:10][CH2:9][CH:8]([NH:11][C:26](=[O:27])[C:25]2[CH:29]=[CH:30][C:22]([F:21])=[CH:23][CH:24]=2)[CH2:7][CH2:6]1)(=[O:4])[CH3:3], predict the reactants needed to synthesize it. The reactants are: Cl.[C:2]([N:5]1[CH2:10][CH2:9][CH:8]([NH2:11])[CH2:7][CH2:6]1)(=[O:4])[CH3:3].C(N(C(C)C)CC)(C)C.[F:21][C:22]1[CH:30]=[CH:29][C:25]([C:26](Cl)=[O:27])=[CH:24][CH:23]=1. (4) Given the product [F:15][C:16]1[CH:21]=[C:20]([O:1][CH:2]2[CH2:3][CH2:4][N:5]([C:8]([O:10][C:11]([CH3:14])([CH3:13])[CH3:12])=[O:9])[CH2:6][CH2:7]2)[CH:19]=[CH:18][CH:17]=1, predict the reactants needed to synthesize it. The reactants are: [OH:1][CH:2]1[CH2:7][CH2:6][N:5]([C:8]([O:10][C:11]([CH3:14])([CH3:13])[CH3:12])=[O:9])[CH2:4][CH2:3]1.[F:15][C:16]1[CH:17]=[C:18](O)[CH:19]=[CH:20][CH:21]=1.C1(P(C2C=CC=CC=2)C2C=CC=CC=2)C=CC=CC=1. (5) The reactants are: CC(C)([O-])C.[K+].Br[CH2:8][CH2:9][CH2:10][CH2:11][CH2:12][CH:13]([CH2:17][CH2:18][CH3:19])[CH2:14][CH2:15][CH3:16].Cl. Given the product [CH2:17]([CH:13]([CH2:14][CH2:15][CH3:16])[CH2:12][CH2:11][CH2:10][CH:9]=[CH2:8])[CH2:18][CH3:19], predict the reactants needed to synthesize it. (6) Given the product [F:36][C:2]([F:1])([F:35])[C:3]([CH2:40][N+:37]([O-:39])=[O:38])([C:26]1[CH:27]=[C:28]([Cl:34])[C:29]([Cl:33])=[C:30]([Cl:32])[CH:31]=1)[CH2:4][C:5]([C:7]1[CH:8]=[C:9]2[C:13](=[CH:14][CH:15]=1)[C:12]1([CH2:16][N:17]([C:19]([O:21][C:22]([CH3:25])([CH3:24])[CH3:23])=[O:20])[CH2:18]1)[O:11][CH2:10]2)=[O:6], predict the reactants needed to synthesize it. The reactants are: [F:1][C:2]([F:36])([F:35])[C:3]([C:26]1[CH:31]=[C:30]([Cl:32])[C:29]([Cl:33])=[C:28]([Cl:34])[CH:27]=1)=[CH:4][C:5]([C:7]1[CH:8]=[C:9]2[C:13](=[CH:14][CH:15]=1)[C:12]1([CH2:18][N:17]([C:19]([O:21][C:22]([CH3:25])([CH3:24])[CH3:23])=[O:20])[CH2:16]1)[O:11][CH2:10]2)=[O:6].[N+:37]([CH3:40])([O-:39])=[O:38].C1CCN2C(=NCCC2)CC1. (7) The reactants are: [OH:1][C:2]1[C:3]([C:20]([O:22][CH3:23])=[O:21])=[N:4][C:5](OS(C(F)(F)F)(=O)=O)=[C:6]2[C:11]=1[N:10]=[CH:9][CH:8]=[CH:7]2.[CH3:24][OH:25].C(N([CH:32]([CH3:34])[CH3:33])CC)(C)C. Given the product [C:24]([O:1][C:2]1[C:11]2[N:10]=[CH:9][CH:8]=[CH:7][C:6]=2[C:5]([C:20]([O:22][CH3:23])=[O:21])=[N:4][C:3]=1[C:20]([O:22][CH3:23])=[O:21])(=[O:25])[C:33]1[CH:32]=[CH:34][CH:3]=[CH:2][CH:11]=1, predict the reactants needed to synthesize it. (8) Given the product [Cl:1][C:2]1[CH:3]=[C:4]([C:8]2([CH3:15])[O:13][C:12](=[O:14])[N:11]([C:17]3[CH:22]=[CH:21][CH:20]=[C:19]([N:23]4[CH2:28][CH2:27][CH2:26][CH2:25][CH2:24]4)[N:18]=3)[CH2:10][CH2:9]2)[CH:5]=[CH:6][CH:7]=1, predict the reactants needed to synthesize it. The reactants are: [Cl:1][C:2]1[CH:3]=[C:4]([C:8]2([CH3:15])[O:13][C:12](=[O:14])[NH:11][CH2:10][CH2:9]2)[CH:5]=[CH:6][CH:7]=1.Br[C:17]1[CH:22]=[CH:21][CH:20]=[C:19]([N:23]2[CH2:28][CH2:27][CH2:26][CH2:25][CH2:24]2)[N:18]=1.C([O-])([O-])=O.[K+].[K+].N#N.